Regression. Given a peptide amino acid sequence and an MHC pseudo amino acid sequence, predict their binding affinity value. This is MHC class II binding data. From a dataset of Peptide-MHC class II binding affinity with 134,281 pairs from IEDB. (1) The peptide sequence is RPRWCDERVSSDQSA. The MHC is DRB1_0901 with pseudo-sequence DRB1_0901. The binding affinity (normalized) is 0.305. (2) The peptide sequence is ASLIYRRRLMKQDFS. The MHC is DRB1_0401 with pseudo-sequence DRB1_0401. The binding affinity (normalized) is 0.302.